From a dataset of Full USPTO retrosynthesis dataset with 1.9M reactions from patents (1976-2016). Predict the reactants needed to synthesize the given product. (1) Given the product [Cl:12][C:11]1[N:6]([CH2:5][C:4]([OH:25])=[O:3])[C:7](=[O:24])[C:8]([NH:13][CH2:14][C:15]([F:22])([F:23])[C:16]2[CH:21]=[CH:20][CH:19]=[CH:18][N:17]=2)=[N:9][CH:10]=1, predict the reactants needed to synthesize it. The reactants are: C([O:3][C:4](=[O:25])[CH2:5][N:6]1[C:11]([Cl:12])=[CH:10][N:9]=[C:8]([NH:13][CH2:14][C:15]([F:23])([F:22])[C:16]2[CH:21]=[CH:20][CH:19]=[CH:18][N:17]=2)[C:7]1=[O:24])C.[OH-].[K+].Cl.[Cl-].[K+]. (2) Given the product [CH:1]1([NH:6][C:7]2[N:16]=[CH:15][C:14]3[CH2:13][CH2:12][C:11]4[C:17]([C:21]([NH2:27])=[O:22])=[N:18][N:19]([CH3:20])[C:10]=4[C:9]=3[N:8]=2)[CH2:2][CH2:3][CH2:4][CH2:5]1, predict the reactants needed to synthesize it. The reactants are: [CH:1]1([NH:6][C:7]2[N:16]=[CH:15][C:14]3[CH2:13][CH2:12][C:11]4[C:17]([C:21]([O-])=[O:22])=[N:18][N:19]([CH3:20])[C:10]=4[C:9]=3[N:8]=2)[CH2:5][CH2:4][CH2:3][CH2:2]1.[K+].C([N:27](C(C)C)C(C)C)C.N1(C([O-])=O)C2C=CC=CC=2N=N1.[NH4+]. (3) Given the product [CH3:22][C:23]1[S:24][C:25]([C:31]2[CH:32]=[CH:33][C:34]([C:37]([F:40])([F:38])[F:39])=[CH:35][CH:36]=2)=[C:26]([C:28]([N:3]2[CH2:4][C@H:5]3[C@H:1]([CH2:8][CH2:7][CH2:6]3)[C@H:2]2[CH2:9][NH:10][C:11]([C:13]2[N:20]3[C:16]([S:17][CH:18]=[CH:19]3)=[N:15][C:14]=2[CH3:21])=[O:12])=[O:29])[N:27]=1, predict the reactants needed to synthesize it. The reactants are: [C@H:1]12[CH2:8][CH2:7][CH2:6][C@H:5]1[CH2:4][NH:3][C@@H:2]2[CH2:9][NH:10][C:11]([C:13]1[N:20]2[C:16]([S:17][CH:18]=[CH:19]2)=[N:15][C:14]=1[CH3:21])=[O:12].[CH3:22][C:23]1[S:24][C:25]([C:31]2[CH:36]=[CH:35][C:34]([C:37]([F:40])([F:39])[F:38])=[CH:33][CH:32]=2)=[C:26]([C:28](O)=[O:29])[N:27]=1.